Predict the reactants needed to synthesize the given product. From a dataset of Full USPTO retrosynthesis dataset with 1.9M reactions from patents (1976-2016). The reactants are: [Cl:1][C:2]1[C:3]([F:37])=[C:4]([C@@H:8]2[C@:12]([C:15]3[CH:20]=[CH:19][C:18]([Cl:21])=[CH:17][C:16]=3[F:22])([C:13]#[N:14])[C@H:11]([CH2:23][C:24]([CH3:27])([CH3:26])[CH3:25])[CH2:10][N:9]2[C:28]([NH:30][CH2:31][CH2:32][CH2:33][C:34]([OH:36])=O)=[O:29])[CH:5]=[CH:6][CH:7]=1.CC[N:40](C(C)C)C(C)C.CN(C(ON1N=NC2C=CC=NC1=2)=[N+](C)C)C.F[P-](F)(F)(F)(F)F.[Cl-].[NH4+]. Given the product [C:34]([CH2:33][CH2:32][CH2:31][NH:30][C:28]([N:9]1[CH2:10][CH:11]([CH2:23][C:24]([CH3:25])([CH3:26])[CH3:27])[C:12]([C:15]2[CH:20]=[CH:19][C:18]([Cl:21])=[CH:17][C:16]=2[F:22])([C:13]#[N:14])[CH:8]1[C:4]1[CH:5]=[CH:6][CH:7]=[C:2]([Cl:1])[C:3]=1[F:37])=[O:29])(=[O:36])[NH2:40], predict the reactants needed to synthesize it.